From a dataset of Peptide-MHC class II binding affinity with 134,281 pairs from IEDB. Regression. Given a peptide amino acid sequence and an MHC pseudo amino acid sequence, predict their binding affinity value. This is MHC class II binding data. The peptide sequence is EVQLVESGGGLVQPG. The MHC is DRB1_0301 with pseudo-sequence DRB1_0301. The binding affinity (normalized) is 0.130.